From a dataset of Merck oncology drug combination screen with 23,052 pairs across 39 cell lines. Regression. Given two drug SMILES strings and cell line genomic features, predict the synergy score measuring deviation from expected non-interaction effect. Drug 1: O=S1(=O)NC2(CN1CC(F)(F)F)C1CCC2Cc2cc(C=CCN3CCC(C(F)(F)F)CC3)ccc2C1. Drug 2: O=C(CCCCCCC(=O)Nc1ccccc1)NO. Cell line: RPMI7951. Synergy scores: synergy=19.3.